This data is from Forward reaction prediction with 1.9M reactions from USPTO patents (1976-2016). The task is: Predict the product of the given reaction. Given the reactants [N:1]1([C:5](=[O:18])[C@@H:6]([NH:10]C(=O)OC(C)(C)C)[CH:7]([CH3:9])[CH3:8])[CH2:4][CH2:3][CH2:2]1.O1CCOCC1.CO, predict the reaction product. The product is: [NH2:10][C@@H:6]([CH:7]([CH3:9])[CH3:8])[C:5]([N:1]1[CH2:4][CH2:3][CH2:2]1)=[O:18].